This data is from Peptide-MHC class I binding affinity with 185,985 pairs from IEDB/IMGT. The task is: Regression. Given a peptide amino acid sequence and an MHC pseudo amino acid sequence, predict their binding affinity value. This is MHC class I binding data. (1) The peptide sequence is TVSSFQDIL. The MHC is HLA-A02:03 with pseudo-sequence HLA-A02:03. The binding affinity (normalized) is 0.159. (2) The peptide sequence is IGEWAFWEN. The binding affinity (normalized) is 0. The MHC is HLA-A24:02 with pseudo-sequence HLA-A24:02. (3) The peptide sequence is FLRDNLYHV. The MHC is HLA-A02:01 with pseudo-sequence HLA-A02:01. The binding affinity (normalized) is 0.936.